Predict the product of the given reaction. From a dataset of Forward reaction prediction with 1.9M reactions from USPTO patents (1976-2016). (1) Given the reactants FC(F)(F)C(O)=O.[Cl:8][C:9]1[CH:14]=[CH:13][C:12]([C:15]2[C:16]([C@@H:21]([NH2:31])[CH2:22][C:23]3[CH:28]=[C:27]([F:29])[CH:26]=[C:25]([F:30])[CH:24]=3)=[N:17][CH:18]=[CH:19][CH:20]=2)=[CH:11][CH:10]=1.[C:32]([C:35]1[C:43]2[C:38](=[CH:39][CH:40]=[CH:41][CH:42]=2)[N:37]([CH2:44][C:45](O)=[O:46])[C:36]=1[CH3:48])(=[O:34])[CH3:33], predict the reaction product. The product is: [C:32]([C:35]1[C:43]2[C:38](=[CH:39][CH:40]=[CH:41][CH:42]=2)[N:37]([CH2:44][C:45]([NH:31][C@H:21]([C:16]2[C:15]([C:12]3[CH:13]=[CH:14][C:9]([Cl:8])=[CH:10][CH:11]=3)=[CH:20][CH:19]=[CH:18][N:17]=2)[CH2:22][C:23]2[CH:28]=[C:27]([F:29])[CH:26]=[C:25]([F:30])[CH:24]=2)=[O:46])[C:36]=1[CH3:48])(=[O:34])[CH3:33]. (2) The product is: [F:19][CH:2]([F:1])[CH2:3][N:4]1[CH:8]=[C:7]([NH:9][C:10]2[N:15]=[C:14]3[N:16]([CH2:31][CH:32]4[CH2:37][CH2:36][CH2:35][N:34]([S:38]([CH3:41])(=[O:40])=[O:39])[CH2:33]4)[N:17]=[CH:18][C:13]3=[CH:12][N:11]=2)[CH:6]=[N:5]1. Given the reactants [F:1][CH:2]([F:19])[CH2:3][N:4]1[CH:8]=[C:7]([NH:9][C:10]2[N:15]=[C:14]3[NH:16][N:17]=[CH:18][C:13]3=[CH:12][N:11]=2)[CH:6]=[N:5]1.C(=O)([O-])[O-].[K+].[K+].CS(O[CH2:31][CH:32]1[CH2:37][CH2:36][CH2:35][N:34]([S:38]([CH3:41])(=[O:40])=[O:39])[CH2:33]1)(=O)=O, predict the reaction product. (3) Given the reactants N#N.[CH3:3][S:4]([C:7]1[O:11][C:10]([CH2:12][N:13]2[CH:17]=[C:16]([N+:18]([O-])=O)[CH:15]=[N:14]2)=[CH:9][CH:8]=1)(=[O:6])=[O:5].[NH4+].[Cl-], predict the reaction product. The product is: [CH3:3][S:4]([C:7]1[O:11][C:10]([CH2:12][N:13]2[CH:17]=[C:16]([NH2:18])[CH:15]=[N:14]2)=[CH:9][CH:8]=1)(=[O:6])=[O:5]. (4) Given the reactants CS(C)=O.[C:5](Cl)(=O)[C:6]([Cl:8])=[O:7].FC1C=C(C=[C:17](F)[CH:18]=1)N.C(O[BH-](O[C:30](=[O:32])C)OC(=O)C)(=O)C.C(Cl)[Cl:34], predict the reaction product. The product is: [CH2:17]([CH:5]([C:6]([Cl:8])=[O:7])[C:30]([Cl:34])=[O:32])[CH3:18]. (5) Given the reactants C(OC(=O)O[C@H:6]1[CH2:10][C@@H:9]([N:11]2[CH:19]=[N:18][C:17]3[C:12]2=[N:13][C:14]([Cl:21])=[N:15][C:16]=3[Cl:20])[CH:8]=[CH:7]1)C.[C:23]([O:27][C:28](=[O:34])[NH:29][C:30](=[O:33])[CH2:31][CH3:32])([CH3:26])([CH3:25])[CH3:24].C1(P(C2C=CC=CC=2)C2C=CC=CC=2)C=CC=CC=1, predict the reaction product. The product is: [C:23]([O:27][C:28](=[O:34])[N:29]([C@H:6]1[CH2:10][C@@H:9]([N:11]2[CH:19]=[N:18][C:17]3[C:12]2=[N:13][C:14]([Cl:21])=[N:15][C:16]=3[Cl:20])[CH:8]=[CH:7]1)[C:30](=[O:33])[CH2:31][CH3:32])([CH3:25])([CH3:24])[CH3:26]. (6) Given the reactants C(N(CC)CC)C.Br[C:9]1[CH:14]=[CH:13][C:12](/[C:15](/[C:32]2[CH:37]=[CH:36][CH:35]=[CH:34][CH:33]=2)=[CH:16]/[CH2:17][O:18][C:19]2[CH:30]=[CH:29][C:22]([O:23][CH2:24][C:25]([O:27][CH3:28])=[O:26])=[C:21]([CH3:31])[CH:20]=2)=[CH:11][CH:10]=1.[CH2:38]([N:41]1[CH2:46][CH2:45][O:44][CH2:43][CH2:42]1)[C:39]#[CH:40], predict the reaction product. The product is: [CH3:31][C:21]1[CH:20]=[C:19]([O:18][CH2:17]/[CH:16]=[C:15](/[C:12]2[CH:13]=[CH:14][C:9]([C:40]#[C:39][CH2:38][N:41]3[CH2:46][CH2:45][O:44][CH2:43][CH2:42]3)=[CH:10][CH:11]=2)\[C:32]2[CH:37]=[CH:36][CH:35]=[CH:34][CH:33]=2)[CH:30]=[CH:29][C:22]=1[O:23][CH2:24][C:25]([O:27][CH3:28])=[O:26].